This data is from Forward reaction prediction with 1.9M reactions from USPTO patents (1976-2016). The task is: Predict the product of the given reaction. (1) The product is: [CH:2]1([CH2:1][O:8][C:9]2[CH:14]=[CH:13][C:12]([C:15]3[O:16][C:17]4[CH:22]=[C:21]([O:23][CH2:24][C@@H:25]([NH:27][C:28](=[O:30])[CH3:29])[CH3:26])[N:20]=[CH:19][C:18]=4[N:31]=3)=[C:11]([O:32][CH:33]([F:35])[F:34])[CH:10]=2)[CH2:3][CH2:4]1. Given the reactants [CH2:1]([O:8][C:9]1[CH:14]=[CH:13][C:12]([C:15]2[O:16][C:17]3[CH:22]=[C:21]([O:23][CH2:24][C@@H:25]([NH:27][C:28](=[O:30])[CH3:29])[CH3:26])[N:20]=[CH:19][C:18]=3[N:31]=2)=[C:11]([O:32][CH:33]([F:35])[F:34])[CH:10]=1)[C:2]1C=CC=[CH:4][CH:3]=1.BrCC1CC1, predict the reaction product. (2) Given the reactants O[C@@:2]1([C:29]2[CH:34]=[CH:33][CH:32]=[CH:31][CH:30]=2)[CH2:6][N:5]([CH2:7][CH2:8][O:9][CH3:10])[CH2:4][C@H:3]1[NH:11][C:12]([NH:14][C:15]1[N:19]([C:20]2[CH:25]=[CH:24][CH:23]=[CH:22][CH:21]=2)[N:18]=[C:17]2[CH2:26][CH2:27][CH2:28][C:16]=12)=[O:13].O[C@:36]1([C:63]2[CH:68]=[CH:67][CH:66]=[CH:65][CH:64]=2)[CH2:40][N:39]([CH2:41][CH2:42][O:43][CH3:44])[CH2:38][C@H:37]1[NH:45][C:46]([NH:48][C:49]1[N:53]([C:54]2[CH:59]=[CH:58][CH:57]=[CH:56][CH:55]=2)[N:52]=[C:51]2[CH2:60][CH2:61][CH2:62][C:50]=12)=[O:47].CCN(S(F)(F)[F:75])CC, predict the reaction product. The product is: [F:75][C@@:2]1([C:29]2[CH:34]=[CH:33][CH:32]=[CH:31][CH:30]=2)[CH2:6][N:5]([CH2:7][CH2:8][O:9][CH3:10])[CH2:4][C@H:3]1[NH:11][C:12]([NH:14][C:15]1[N:19]([C:20]2[CH:25]=[CH:24][CH:23]=[CH:22][CH:21]=2)[N:18]=[C:17]2[CH2:26][CH2:27][CH2:28][C:16]=12)=[O:13].[F:75][C@:36]1([C:63]2[CH:68]=[CH:67][CH:66]=[CH:65][CH:64]=2)[CH2:40][N:39]([CH2:41][CH2:42][O:43][CH3:44])[CH2:38][C@H:37]1[NH:45][C:46]([NH:48][C:49]1[N:53]([C:54]2[CH:59]=[CH:58][CH:57]=[CH:56][CH:55]=2)[N:52]=[C:51]2[CH2:60][CH2:61][CH2:62][C:50]=12)=[O:47]. (3) Given the reactants [NH2:1][C:2]1[CH:7]=[CH:6][C:5]([C:8](=[O:17])[C:9]2[CH:14]=[CH:13][C:12]([O:15][CH3:16])=[CH:11][CH:10]=2)=[CH:4][C:3]=1[C:18]([C:20]1[CH:25]=[CH:24][CH:23]=[C:22]([Cl:26])[CH:21]=1)=[O:19].[Cl:27][C:28]([Cl:33])([Cl:32])[C:29](Cl)=[O:30].C(N(CC)CC)C, predict the reaction product. The product is: [Cl:27][C:28]([Cl:33])([Cl:32])[C:29]([NH:1][C:2]1[CH:7]=[CH:6][C:5]([C:8](=[O:17])[C:9]2[CH:14]=[CH:13][C:12]([O:15][CH3:16])=[CH:11][CH:10]=2)=[CH:4][C:3]=1[C:18](=[O:19])[C:20]1[CH:25]=[CH:24][CH:23]=[C:22]([Cl:26])[CH:21]=1)=[O:30]. (4) Given the reactants [CH2:1]([O:8][N:9]1[C:15](=[O:16])[N:14]2[CH2:17][C@H:10]1[CH2:11][CH2:12][C@H:13]2[C:18]([O:20]N1C(=O)[C@H]2[C@H]([C@@H]3C[C@H]2C=C3)C1=O)=O)[C:2]1[CH:7]=[CH:6][CH:5]=[CH:4][CH:3]=1.[C:33]([O:37][C:38](=[O:45])[N:39]([CH2:41][CH2:42][O:43][NH2:44])[CH3:40])([CH3:36])([CH3:35])[CH3:34], predict the reaction product. The product is: [C:33]([O:37][C:38](=[O:45])[N:39]([CH2:41][CH2:42][O:43][NH:44][C:18]([C@@H:13]1[CH2:12][CH2:11][C@@H:10]2[CH2:17][N:14]1[C:15](=[O:16])[N:9]2[O:8][CH2:1][C:2]1[CH:3]=[CH:4][CH:5]=[CH:6][CH:7]=1)=[O:20])[CH3:40])([CH3:36])([CH3:34])[CH3:35]. (5) Given the reactants [C:1]([C:3]1[CH:8]=[CH:7][C:6]([C@@H:9]2[C:14]([C:15]#[N:16])=[C:13]([CH3:17])[N:12]([C:18]3[CH:23]=[CH:22][CH:21]=[C:20]([C:24]([F:27])([F:26])[F:25])[CH:19]=3)[C:11](=[O:28])[NH:10]2)=[C:5]([S:29]([CH3:32])(=[O:31])=[O:30])[CH:4]=1)#[N:2].[H-].[Na+].[Cl:35][CH2:36][S:37](Cl)(=[O:39])=[O:38], predict the reaction product. The product is: [C:1]([C:3]1[CH:8]=[CH:7][C:6]([C@@H:9]2[C:14]([C:15]#[N:16])=[C:13]([CH3:17])[N:12]([C:18]3[CH:23]=[CH:22][CH:21]=[C:20]([C:24]([F:27])([F:26])[F:25])[CH:19]=3)[C:11](=[O:28])[N:10]2[S:37]([CH2:36][Cl:35])(=[O:39])=[O:38])=[C:5]([S:29]([CH3:32])(=[O:31])=[O:30])[CH:4]=1)#[N:2].